From a dataset of NCI-60 drug combinations with 297,098 pairs across 59 cell lines. Regression. Given two drug SMILES strings and cell line genomic features, predict the synergy score measuring deviation from expected non-interaction effect. (1) Drug 1: C1=CN(C=N1)CC(O)(P(=O)(O)O)P(=O)(O)O. Drug 2: CC1C(C(CC(O1)OC2CC(CC3=C2C(=C4C(=C3O)C(=O)C5=C(C4=O)C(=CC=C5)OC)O)(C(=O)CO)O)N)O.Cl. Cell line: 786-0. Synergy scores: CSS=23.7, Synergy_ZIP=-2.85, Synergy_Bliss=0.114, Synergy_Loewe=-22.7, Synergy_HSA=0.400. (2) Drug 1: C1=CN(C(=O)N=C1N)C2C(C(C(O2)CO)O)O.Cl. Drug 2: C(CN)CNCCSP(=O)(O)O. Cell line: EKVX. Synergy scores: CSS=-0.459, Synergy_ZIP=-1.81, Synergy_Bliss=-1.40, Synergy_Loewe=-4.80, Synergy_HSA=-2.43. (3) Drug 1: CC1C(C(=O)NC(C(=O)N2CCCC2C(=O)N(CC(=O)N(C(C(=O)O1)C(C)C)C)C)C(C)C)NC(=O)C3=C4C(=C(C=C3)C)OC5=C(C(=O)C(=C(C5=N4)C(=O)NC6C(OC(=O)C(N(C(=O)CN(C(=O)C7CCCN7C(=O)C(NC6=O)C(C)C)C)C)C(C)C)C)N)C. Drug 2: CC1=C2C(C(=O)C3(C(CC4C(C3C(C(C2(C)C)(CC1OC(=O)C(C(C5=CC=CC=C5)NC(=O)C6=CC=CC=C6)O)O)OC(=O)C7=CC=CC=C7)(CO4)OC(=O)C)O)C)OC(=O)C. Cell line: 786-0. Synergy scores: CSS=8.78, Synergy_ZIP=-5.93, Synergy_Bliss=-5.73, Synergy_Loewe=-36.6, Synergy_HSA=-4.03. (4) Drug 1: C1=CC(=CC=C1CCC2=CNC3=C2C(=O)NC(=N3)N)C(=O)NC(CCC(=O)O)C(=O)O. Drug 2: CS(=O)(=O)CCNCC1=CC=C(O1)C2=CC3=C(C=C2)N=CN=C3NC4=CC(=C(C=C4)OCC5=CC(=CC=C5)F)Cl. Cell line: NCI/ADR-RES. Synergy scores: CSS=21.1, Synergy_ZIP=-2.44, Synergy_Bliss=1.49, Synergy_Loewe=0.934, Synergy_HSA=3.74. (5) Drug 1: CC1=C(C=C(C=C1)NC2=NC=CC(=N2)N(C)C3=CC4=NN(C(=C4C=C3)C)C)S(=O)(=O)N.Cl. Drug 2: C1=CC(=CC=C1C#N)C(C2=CC=C(C=C2)C#N)N3C=NC=N3. Cell line: DU-145. Synergy scores: CSS=-1.01, Synergy_ZIP=0.274, Synergy_Bliss=-0.172, Synergy_Loewe=-1.70, Synergy_HSA=-1.69. (6) Drug 1: CN1CCC(CC1)COC2=C(C=C3C(=C2)N=CN=C3NC4=C(C=C(C=C4)Br)F)OC. Drug 2: CC=C1C(=O)NC(C(=O)OC2CC(=O)NC(C(=O)NC(CSSCCC=C2)C(=O)N1)C(C)C)C(C)C. Cell line: SW-620. Synergy scores: CSS=42.3, Synergy_ZIP=3.81, Synergy_Bliss=1.25, Synergy_Loewe=-31.2, Synergy_HSA=0.0120.